Dataset: Full USPTO retrosynthesis dataset with 1.9M reactions from patents (1976-2016). Task: Predict the reactants needed to synthesize the given product. (1) The reactants are: [Br:1][C:2]1[CH:13]=[CH:12][C:5]2[CH:6]=[C:7]([C:9]([OH:11])=O)[O:8][C:4]=2[CH:3]=1.Cl.Cl.[NH2:16][C@@H:17]1[CH:22]2[CH2:23][CH2:24][N:19]([CH2:20][CH2:21]2)[CH2:18]1.CN(C(ON1N=NC2C=CC=NC1=2)=[N+](C)C)C.F[P-](F)(F)(F)(F)F.C(N(CC)C(C)C)(C)C. Given the product [N:19]12[CH2:24][CH2:23][CH:22]([CH2:21][CH2:20]1)[C@@H:17]([NH:16][C:9]([C:7]1[O:8][C:4]3[CH:3]=[C:2]([Br:1])[CH:13]=[CH:12][C:5]=3[CH:6]=1)=[O:11])[CH2:18]2, predict the reactants needed to synthesize it. (2) Given the product [N+:1]([O:4][CH2:5][CH2:6][CH2:7][C:8]([O:10][CH2:11][CH:12]([NH2:20])[C:13]([O:15][C:16]([CH3:18])([CH3:17])[CH3:19])=[O:14])=[O:9])([O-:3])=[O:2], predict the reactants needed to synthesize it. The reactants are: [N+:1]([O:4][CH2:5][CH2:6][CH2:7][C:8]([O:10][CH2:11][CH:12]([NH:20]C(OCC1C2C=CC=CC=2C2C1=CC=CC=2)=O)[C:13]([O:15][C:16]([CH3:19])([CH3:18])[CH3:17])=[O:14])=[O:9])([O-:3])=[O:2].N1CCCCC1. (3) Given the product [Cl:1][C:2]1[CH:3]=[CH:4][C:5]([C:8]2([C:13]3[CH:18]=[CH:17][C:16]([C:19]4[NH:23][C:22]5[CH:24]=[CH:25][C:26]([C:28]([NH2:33])=[O:29])=[CH:27][C:21]=5[N:20]=4)=[CH:15][CH:14]=3)[O:12][CH2:11][CH2:10][O:9]2)=[CH:6][CH:7]=1, predict the reactants needed to synthesize it. The reactants are: [Cl:1][C:2]1[CH:7]=[CH:6][C:5]([C:8]2([C:13]3[CH:18]=[CH:17][C:16]([C:19]4[NH:23][C:22]5[CH:24]=[CH:25][C:26]([C:28](O)=[O:29])=[CH:27][C:21]=5[N:20]=4)=[CH:15][CH:14]=3)[O:12][CH2:11][CH2:10][O:9]2)=[CH:4][CH:3]=1.C(N1C=CN=C1)([N:33]1C=CN=C1)=O.C(=O)(O)[O-].[NH4+].[NH4+].[Cl-]. (4) Given the product [CH3:20][N:16]1[C:17]2[C:12](=[CH:11][C:10]([O:9][CH2:8][CH2:7][CH2:6][NH:5][CH2:23][CH2:24][C:25]([NH:27][C:28]3[CH:33]=[CH:32][CH:31]=[CH:30][C:29]=3[CH3:34])=[O:26])=[CH:19][CH:18]=2)[CH:13]=[CH:14][C:15]1=[O:21], predict the reactants needed to synthesize it. The reactants are: [O-]CC.[Na+].[NH2:5][CH2:6][CH2:7][CH2:8][O:9][C:10]1[CH:11]=[C:12]2[C:17](=[CH:18][CH:19]=1)[N:16]([CH3:20])[C:15](=[O:21])[CH:14]=[CH:13]2.Cl[CH2:23][CH2:24][C:25]([NH:27][C:28]1[CH:33]=[CH:32][CH:31]=[CH:30][C:29]=1[CH3:34])=[O:26]. (5) Given the product [NH2:15][CH:8]([C:5]1[CH:4]=[CH:3][C:2]([Cl:1])=[CH:7][CH:6]=1)[CH2:9][CH2:10][NH:11][C:12]([NH2:14])=[O:13], predict the reactants needed to synthesize it. The reactants are: [Cl:1][C:2]1[CH:7]=[CH:6][C:5]([CH:8]([NH:15]C(=O)OC(C)(C)C)[CH2:9][CH2:10][NH:11][C:12]([NH2:14])=[O:13])=[CH:4][CH:3]=1. (6) Given the product [NH2:11][CH2:10][CH:9]([C:19]1[N:23]([C:24]2[N:29]=[CH:28][CH:27]=[CH:26][N:25]=2)[N:22]=[C:21]([C:30]2[CH:31]=[CH:32][C:33]([Cl:36])=[CH:34][CH:35]=2)[CH:20]=1)[OH:8], predict the reactants needed to synthesize it. The reactants are: C([O:8][CH:9]([C:19]1[N:23]([C:24]2[N:29]=[CH:28][CH:27]=[CH:26][N:25]=2)[N:22]=[C:21]([C:30]2[CH:35]=[CH:34][C:33]([Cl:36])=[CH:32][CH:31]=2)[CH:20]=1)[CH2:10][NH:11]C(=O)OC(C)(C)C)C1C=CC=CC=1.B(Br)(Br)Br. (7) Given the product [NH:11]1[C:15]2[CH:16]=[CH:17][CH:18]=[CH:19][C:14]=2[N:13]=[C:12]1[C@H:8]([NH:9][C:10]([NH:23][C:24]12[CH2:31][CH2:30][C:27]([OH:32])([CH2:28][CH2:29]1)[CH2:26][CH2:25]2)=[O:20])[CH2:7][C:6]1[CH:5]=[CH:4][C:3]([O:2][CH3:1])=[CH:22][CH:21]=1, predict the reactants needed to synthesize it. The reactants are: [CH3:1][O:2][C:3]1[CH:22]=[CH:21][C:6]([CH2:7][C@@H:8]2[C:12]3=[N:13][C:14]4[CH:19]=[CH:18][CH:17]=[CH:16][C:15]=4[N:11]3[C:10](=[O:20])[NH:9]2)=[CH:5][CH:4]=1.[NH2:23][C:24]12[CH2:31][CH2:30][C:27]([OH:32])([CH2:28][CH2:29]1)[CH2:26][CH2:25]2.C(O)(C(F)(F)F)=O.